From a dataset of hERG Central: cardiac toxicity at 1µM, 10µM, and general inhibition. Predict hERG channel inhibition at various concentrations. (1) The drug is CCN(CC)CCN(C(=O)c1ccc(C(=O)c2ccccc2)cc1)c1nc2c(OC)cccc2s1.Cl. Results: hERG_inhib (hERG inhibition (general)): blocker. (2) The molecule is O=C(COc1ccc(Br)cc1)N1CCN(c2ncccn2)CC1. Results: hERG_inhib (hERG inhibition (general)): blocker. (3) The drug is COc1ccc(-n2c(C)c3c(OC)cccc(=O)c3c2C)cc1. Results: hERG_inhib (hERG inhibition (general)): blocker. (4) The drug is CCN(CC)c1ccc(NC(=O)CN2CCN(CC(=O)Nc3ccc(F)cc3)CC2)cc1. Results: hERG_inhib (hERG inhibition (general)): blocker. (5) The drug is COc1ccc(CC2(CO)CCN(CC3=Cc4cc(Cl)ccc4OC3)CC2)cc1. Results: hERG_inhib (hERG inhibition (general)): blocker. (6) The molecule is CCOc1ccc(/C=C2/Sc3ccc(C(=O)N4CCN(C(=O)c5ccco5)CC4)cc3N(C)C2=O)cc1OC. Results: hERG_inhib (hERG inhibition (general)): blocker.